This data is from Forward reaction prediction with 1.9M reactions from USPTO patents (1976-2016). The task is: Predict the product of the given reaction. (1) Given the reactants [CH3:1][O:2][C:3](=[O:15])[C:4]1[CH:9]=[CH:8][C:7]([CH2:10]Br)=[C:6]([N+:12]([O-:14])=[O:13])[CH:5]=1.C1(P(C2C=CC=CC=2)C2C=CC=CC=2)C=CC=CC=1.[C:35]([O:39][C:40](=[O:53])[CH2:41][CH2:42][C:43]1[CH:48]=[C:47]([Cl:49])[C:46]([CH:50]=O)=[C:45]([Cl:52])[CH:44]=1)([CH3:38])([CH3:37])[CH3:36].C(=O)([O-])[O-].[K+].[K+], predict the reaction product. The product is: [CH3:1][O:2][C:3](=[O:15])[C:4]1[CH:9]=[CH:8][C:7](/[CH:10]=[CH:50]/[C:46]2[C:45]([Cl:52])=[CH:44][C:43]([CH2:42][CH2:41][C:40]([O:39][C:35]([CH3:37])([CH3:36])[CH3:38])=[O:53])=[CH:48][C:47]=2[Cl:49])=[C:6]([N+:12]([O-:14])=[O:13])[CH:5]=1. (2) Given the reactants [Cl:1][C:2]1[CH:3]=[C:4]([N:9]([CH3:25])[C:10]([C:12]2[S:16][C:15]([NH:17][NH2:18])=[N:14][C:13]=2[C:19]2[CH:24]=[CH:23][CH:22]=[CH:21][CH:20]=2)=[O:11])[CH:5]=[CH:6][C:7]=1[CH3:8].[CH3:26]OC(OC)OC, predict the reaction product. The product is: [Cl:1][C:2]1[CH:3]=[C:4]([N:9]([CH3:25])[C:10]([C:12]2[S:16][C:15]3=[N:17][N:18]=[CH:26][N:14]3[C:13]=2[C:19]2[CH:24]=[CH:23][CH:22]=[CH:21][CH:20]=2)=[O:11])[CH:5]=[CH:6][C:7]=1[CH3:8]. (3) The product is: [NH2:15][C:11]1[CH:12]=[C:13]2[C:8]([CH:7]=[CH:6][C:5]([C:3]([OH:21])=[O:1])=[CH:14]2)=[CH:9][C:10]=1[O:19][CH3:20]. Given the reactants [OH-:1].[Na+].[C:3]([C:5]1[CH:14]=[C:13]2[C:8]([CH:9]=[C:10]([O:19][CH3:20])[C:11]([NH:15]C(=O)C)=[CH:12]2)=[CH:7][CH:6]=1)#N.[OH2:21], predict the reaction product. (4) Given the reactants [Br:1][C:2]1[CH:7]=[CH:6][C:5]([CH3:8])=[CH:4][N:3]=1.C1C(=O)N([Br:16])C(=O)C1.CC(N=NC(C#N)(C)C)(C#N)C.C(Cl)(Cl)(Cl)Cl, predict the reaction product. The product is: [Br:1][C:2]1[CH:7]=[CH:6][C:5]([CH2:8][Br:16])=[CH:4][N:3]=1. (5) Given the reactants [CH2:1]([O:3][C:4](=[O:38])[CH:5]([O:30][CH2:31][C:32]1[CH:37]=[CH:36][CH:35]=[CH:34][CH:33]=1)[CH2:6][C:7]1[CH:12]=[CH:11][C:10]([CH2:13][CH2:14][N:15](C(OC(C)(C)C)=O)[CH2:16][CH2:17][CH2:18][CH2:19][CH2:20][CH2:21][CH3:22])=[CH:9][CH:8]=1)[CH3:2].[N:39]([C:42]1[CH:47]=[CH:46][C:45]([CH:48]([CH3:50])[CH3:49])=[CH:44][CH:43]=1)=[C:40]=[O:41], predict the reaction product. The product is: [CH2:1]([O:3][C:4](=[O:38])[CH:5]([O:30][CH2:31][C:32]1[CH:33]=[CH:34][CH:35]=[CH:36][CH:37]=1)[CH2:6][C:7]1[CH:12]=[CH:11][C:10]([CH2:13][CH2:14][N:15]([CH2:16][CH2:17][CH2:18][CH2:19][CH2:20][CH2:21][CH3:22])[C:40]([NH:39][C:42]2[CH:47]=[CH:46][C:45]([CH:48]([CH3:50])[CH3:49])=[CH:44][CH:43]=2)=[O:41])=[CH:9][CH:8]=1)[CH3:2]. (6) Given the reactants [H][H].C([O:10][C:11]1[CH:16]=[C:15]([CH3:17])[N:14]=[C:13]2[C:18]([C:22]3[CH:27]=[CH:26][C:25]([N:28]4[CH:32]=[CH:31][CH:30]=[N:29]4)=[CH:24][C:23]=3[CH3:33])=[N:19][N:20]([CH3:21])[C:12]=12)C1C=CC=CC=1, predict the reaction product. The product is: [CH3:21][N:20]1[C:12]2[C:13](=[N:14][C:15]([CH3:17])=[CH:16][C:11]=2[OH:10])[C:18]([C:22]2[CH:27]=[CH:26][C:25]([N:28]3[CH:32]=[CH:31][CH:30]=[N:29]3)=[CH:24][C:23]=2[CH3:33])=[N:19]1. (7) Given the reactants [Si:1]([N:8]1[C:11](=[O:12])[CH2:10][C@H:9]1[C:13]([OH:15])=[O:14])([C:4]([CH3:7])([CH3:6])[CH3:5])([CH3:3])[CH3:2].[Li+].C[Si]([N-][Si](C)(C)C)(C)C.[CH2:26](Br)[CH:27]=[CH2:28], predict the reaction product. The product is: [CH2:28]([C@H:10]1[C:11](=[O:12])[N:8]([Si:1]([C:4]([CH3:7])([CH3:6])[CH3:5])([CH3:3])[CH3:2])[C@@H:9]1[C:13]([OH:15])=[O:14])[CH:27]=[CH2:26]. (8) Given the reactants [Cl:1][C:2]1[CH:10]=[C:9]([N+:11]([O-:13])=[O:12])[CH:8]=[CH:7][C:3]=1[C:4]([OH:6])=O.O1CCCC1.S(Cl)(Cl)=O.[F:23][C:24]([F:32])([F:31])[CH:25]1[CH2:30][CH2:29][CH2:28][NH:27][CH2:26]1, predict the reaction product. The product is: [Cl:1][C:2]1[CH:10]=[C:9]([N+:11]([O-:13])=[O:12])[CH:8]=[CH:7][C:3]=1[C:4]([N:27]1[CH2:28][CH2:29][CH2:30][CH:25]([C:24]([F:32])([F:31])[F:23])[CH2:26]1)=[O:6]. (9) Given the reactants [Br:1][C:2]1[C:8]([C:9]([F:12])([F:11])[F:10])=[CH:7][C:5]([NH2:6])=[C:4]([F:13])[CH:3]=1.[C:14](OC(=O)C)(=[O:16])[CH3:15], predict the reaction product. The product is: [Br:1][C:2]1[C:8]([C:9]([F:10])([F:11])[F:12])=[CH:7][C:5]([NH:6][C:14](=[O:16])[CH3:15])=[C:4]([F:13])[CH:3]=1.